Task: Predict the reaction yield, written as a fraction of the theoretical maximum amount of product (1.0 means a 100% yield; for example, 0.34 means a 34% yield).. Dataset: Reaction yield outcomes from USPTO patents with 853,638 reactions (1) The reactants are C([C@](C(O)=O)(O)[C@](C(=O)C1C=CC=CC=1)(O)C(O)=O)(=O)C1C=CC=CC=1.[Cl:27][C:28]1[CH:29]=[C:30]([CH:39]([NH:42][C:43]([CH3:46])([CH3:45])[CH3:44])[CH2:40][OH:41])[CH:31]=[C:32]([C:35]([F:38])([F:37])[F:36])[C:33]=1[NH2:34].[OH-].[Na+]. The catalyst is O. The product is [Cl:27][C:28]1[CH:29]=[C:30]([CH:39]([NH:42][C:43]([CH3:46])([CH3:45])[CH3:44])[CH2:40][OH:41])[CH:31]=[C:32]([C:35]([F:38])([F:37])[F:36])[C:33]=1[NH2:34]. The yield is 0.764. (2) The reactants are C(OC(=O)NC[CH2:9][O:10][C:11]1[CH:12]=[CH:13][C:14]2[N:20]3[C:21]([CH3:24])=[N:22][N:23]=[C:19]3[C@H:18]([CH2:25][C:26]([NH:28][CH2:29][CH3:30])=[O:27])[N:17]=[C:16]([C:31]3[CH:36]=[CH:35][C:34]([Cl:37])=[CH:33][CH:32]=3)[C:15]=2[CH:38]=1)(C)(C)C.C1(S(OC[CH2:51][CH2:52][NH:53][C:54]([O:56][C:57]([CH3:60])([CH3:59])[CH3:58])=[O:55])(=O)=O)C=CC=CC=1. No catalyst specified. The product is [C:57]([O:56][C:54](=[O:55])[NH:53][CH2:52][CH2:51][CH2:9][O:10][C:11]1[CH:12]=[CH:13][C:14]2[N:20]3[C:21]([CH3:24])=[N:22][N:23]=[C:19]3[C@H:18]([CH2:25][C:26]([NH:28][CH2:29][CH3:30])=[O:27])[N:17]=[C:16]([C:31]3[CH:32]=[CH:33][C:34]([Cl:37])=[CH:35][CH:36]=3)[C:15]=2[CH:38]=1)([CH3:60])([CH3:59])[CH3:58]. The yield is 0.940.